From a dataset of Reaction yield outcomes from USPTO patents with 853,638 reactions. Predict the reaction yield, written as a fraction of the theoretical maximum amount of product (1.0 means a 100% yield; for example, 0.34 means a 34% yield). The reactants are [F:1][C:2]1[CH:7]=[CH:6][C:5]([C:8]2[C:16]3[C:11](=[CH:12][CH:13]=[C:14]([NH:17][C:18]([C:20]4[CH:25]=[CH:24][N:23]=[CH:22][CH:21]=4)=O)[CH:15]=3)[NH:10][N:9]=2)=[CH:4][CH:3]=1.[H-].[Al+3].[Li+].[H-].[H-].[H-]. The catalyst is C1COCC1. The product is [F:1][C:2]1[CH:3]=[CH:4][C:5]([C:8]2[C:16]3[C:11](=[CH:12][CH:13]=[C:14]([NH:17][CH2:18][C:20]4[CH:21]=[CH:22][N:23]=[CH:24][CH:25]=4)[CH:15]=3)[NH:10][N:9]=2)=[CH:6][CH:7]=1. The yield is 0.200.